The task is: Predict the product of the given reaction.. This data is from Forward reaction prediction with 1.9M reactions from USPTO patents (1976-2016). (1) Given the reactants C([O:3][C:4]([C:6]1([CH2:22][CH2:23][O:24][CH3:25])[CH2:11][CH2:10][N:9]([S:12]([C:15]2[CH:20]=[CH:19][CH:18]=[CH:17][C:16]=2[Cl:21])(=[O:14])=[O:13])[CH2:8][CH2:7]1)=[O:5])C.[OH-].[Na+], predict the reaction product. The product is: [Cl:21][C:16]1[CH:17]=[CH:18][CH:19]=[CH:20][C:15]=1[S:12]([N:9]1[CH2:8][CH2:7][C:6]([CH2:22][CH2:23][O:24][CH3:25])([C:4]([OH:5])=[O:3])[CH2:11][CH2:10]1)(=[O:13])=[O:14]. (2) The product is: [CH2:44]([N:45]1[C:53]2[C:48](=[CH:49][C:50]([NH:54][C:55]([C:57]3[N:58]=[C:59]([C:66]4[CH:67]=[CH:68][CH:69]=[CH:70][CH:71]=4)[O:60][C:61]=3[C:62]([F:64])([F:65])[F:63])=[O:56])=[CH:51][CH:52]=2)[C:47](=[O:72])[NH:46]1)[C:43]1[CH:42]=[CH:41][CH:75]=[CH:74][CH:73]=1. Given the reactants C1(C2OC(C(F)(F)F)=C(C(O)=O)N=2)C=CC=CC=1.C(N1C2C(=CC([N+]([O-])=O)=CC=2)C(=O)N1)C1C=CC=CC=1.CO[C:41]1[CH:42]=[C:43]([CH:73]=[CH:74][CH:75]=1)[CH2:44][N:45]1[C:53]2[C:48](=[CH:49][C:50]([NH:54][C:55]([C:57]3[N:58]=[C:59]([C:66]4[CH:71]=[CH:70][CH:69]=[CH:68][CH:67]=4)[O:60][C:61]=3[C:62]([F:65])([F:64])[F:63])=[O:56])=[CH:51][CH:52]=2)[C:47](=[O:72])[NH:46]1, predict the reaction product. (3) Given the reactants CCN(CC)CC.[CH3:20][C:19]([O:18][C:16](O[C:16]([O:18][C:19]([CH3:22])([CH3:21])[CH3:20])=[O:17])=[O:17])([CH3:22])[CH3:21].[Br:23][C:24]1[C:28]2=[N:29][C:30]([O:35][CH3:36])=[C:31]([O:33][CH3:34])[CH:32]=[C:27]2[NH:26][CH:25]=1, predict the reaction product. The product is: [Br:23][C:24]1[C:28]2=[N:29][C:30]([O:35][CH3:36])=[C:31]([O:33][CH3:34])[CH:32]=[C:27]2[N:26]([C:16]([O:18][C:19]([CH3:20])([CH3:21])[CH3:22])=[O:17])[CH:25]=1. (4) Given the reactants C([O:4][CH2:5][C:6]1[C:11]([Cl:12])=[C:10]([O:13][CH3:14])[CH:9]=[CH:8][N:7]=1)(=O)C.C(=O)([O-])[O-].[K+].[K+], predict the reaction product. The product is: [Cl:12][C:11]1[C:6]([CH2:5][OH:4])=[N:7][CH:8]=[CH:9][C:10]=1[O:13][CH3:14]. (5) Given the reactants [C:1]([N:4]1[CH:9]=[CH:8][N:7]([CH2:10][C:11]2[CH:16]=[CH:15][C:14]([F:17])=[CH:13][CH:12]=2)[C:6](=[O:18])[CH2:5]1)(=[O:3])[CH3:2], predict the reaction product. The product is: [C:1]([N:4]1[CH2:9][CH2:8][N:7]([CH2:10][C:11]2[CH:16]=[CH:15][C:14]([F:17])=[CH:13][CH:12]=2)[C:6](=[O:18])[CH2:5]1)(=[O:3])[CH3:2]. (6) Given the reactants Cl[C:2]1[N:3]=[CH:4][C:5]2[N:11]([CH3:12])[C:10](=[O:13])[C:9]([F:15])([F:14])[CH2:8][N:7]([CH:16]3[CH2:20][CH2:19][CH2:18][CH2:17]3)[C:6]=2[N:21]=1.[NH2:22][C:23]1[CH:31]=[CH:30][C:26]([C:27]([OH:29])=[O:28])=[CH:25][C:24]=1[F:32].C(O)C.O.Cl, predict the reaction product. The product is: [CH:16]1([N:7]2[CH2:8][C:9]([F:15])([F:14])[C:10](=[O:13])[N:11]([CH3:12])[C:5]3[CH:4]=[N:3][C:2]([NH:22][C:23]4[CH:31]=[CH:30][C:26]([C:27]([OH:29])=[O:28])=[CH:25][C:24]=4[F:32])=[N:21][C:6]2=3)[CH2:20][CH2:19][CH2:18][CH2:17]1. (7) Given the reactants [Cl:1][C:2]1[C:7]([Cl:8])=[CH:6][C:5]([NH2:9])=[C:4]([NH2:10])[CH:3]=1.C([O:15][C:16](=O)[CH2:17][C:18](=O)[C:19]1[CH:24]=[CH:23][CH:22]=[C:21]([C:25]2[CH:26]=[N:27][CH:28]=[N:29][CH:30]=2)[CH:20]=1)(C)(C)C, predict the reaction product. The product is: [Cl:1][C:2]1[C:7]([Cl:8])=[CH:6][C:5]2[NH:9][C:16](=[O:15])[CH2:17][C:18]([C:19]3[CH:24]=[CH:23][CH:22]=[C:21]([C:25]4[CH:26]=[N:27][CH:28]=[N:29][CH:30]=4)[CH:20]=3)=[N:10][C:4]=2[CH:3]=1. (8) Given the reactants [NH2:1][C:2]1[C:10]([CH3:11])=[CH:9][CH:8]=[CH:7][C:3]=1[C:4]([OH:6])=[O:5].[C:12](OC(=O)C)(=[O:14])[CH3:13].O1CCCC1, predict the reaction product. The product is: [C:12]([NH:1][C:2]1[C:10]([CH3:11])=[CH:9][CH:8]=[CH:7][C:3]=1[C:4]([OH:6])=[O:5])(=[O:14])[CH3:13]. (9) Given the reactants O=[C:2]1[CH2:7][CH2:6][N:5]([CH2:8][C:9]2[CH:14]=[CH:13][CH:12]=[CH:11][CH:10]=2)[CH2:4][CH:3]1[C:15]([O:17][CH2:18][CH3:19])=O.[FH:20].S(F)(F)(F)[F:22].[OH-:26].[K+].C(=O)(O)[O-].[K+], predict the reaction product. The product is: [F:20][C:2]1([F:22])[CH2:7][CH2:6][N:5]([CH2:8][C:9]2[CH:14]=[CH:13][CH:12]=[CH:11][CH:10]=2)[CH2:4][CH:3]1[C:15]([O:17][CH2:18][CH3:19])=[O:26].